From a dataset of Full USPTO retrosynthesis dataset with 1.9M reactions from patents (1976-2016). Predict the reactants needed to synthesize the given product. (1) Given the product [CH2:61]([O:60][C:57]1[CH:56]=[CH:55][C:54]([O:53][C:51](=[O:52])/[CH:50]=[CH:49]/[C:46]2[CH:45]=[CH:44][C:43]([O:42][CH2:2][CH2:3][CH2:4][CH2:5][CH2:6][CH2:7][O:8][C:9](=[O:41])[C:10]([CH2:31][C:32]3[CH:37]=[CH:36][C:35]([N+:38]([O-:40])=[O:39])=[CH:34][CH:33]=3)([CH2:21][C:22]3[CH:27]=[CH:26][C:25]([N+:28]([O-:30])=[O:29])=[CH:24][CH:23]=3)[C:11]([O:13][CH2:14][CH2:15][CH2:16][CH2:17][CH2:18][CH2:19][O:42][C:43]3[CH:44]=[CH:45][C:46](/[CH:49]=[CH:50]/[C:66]([O:67][C:54]4[CH:55]=[CH:56][C:57]([O:60][CH2:61][CH2:62][CH2:63][CH2:64][CH3:65])=[CH:58][CH:59]=4)=[O:69])=[CH:47][CH:48]=3)=[O:12])=[CH:48][CH:47]=2)=[CH:59][CH:58]=1)[CH2:62][CH2:63][CH2:64][CH3:65], predict the reactants needed to synthesize it. The reactants are: Cl[CH2:2][CH2:3][CH2:4][CH2:5][CH2:6][CH2:7][O:8][C:9](=[O:41])[C:10]([CH2:31][C:32]1[CH:37]=[CH:36][C:35]([N+:38]([O-:40])=[O:39])=[CH:34][CH:33]=1)([CH2:21][C:22]1[CH:27]=[CH:26][C:25]([N+:28]([O-:30])=[O:29])=[CH:24][CH:23]=1)[C:11]([O:13][CH2:14][CH2:15][CH2:16][CH2:17][CH2:18][CH2:19]Cl)=[O:12].[OH:42][C:43]1[CH:48]=[CH:47][C:46](/[CH:49]=[CH:50]/[C:51]([O:53][C:54]2[CH:59]=[CH:58][C:57]([O:60][CH2:61][CH2:62][CH2:63][CH2:64][CH3:65])=[CH:56][CH:55]=2)=[O:52])=[CH:45][CH:44]=1.[C:66](=[O:69])([O-])[O-:67].[K+].[K+]. (2) The reactants are: [CH2:1]([O:3][C:4]([C:6]1[N:7]=[C:8]([C:13]2[CH:18]=[CH:17][C:16]([O:19][CH3:20])=[CH:15][CH:14]=2)[O:9][C:10]=1[CH2:11]Br)=[O:5])[CH3:2].CN(C)C=[O:24]. Given the product [CH2:1]([O:3][C:4]([C:6]1[N:7]=[C:8]([C:13]2[CH:18]=[CH:17][C:16]([O:19][CH3:20])=[CH:15][CH:14]=2)[O:9][C:10]=1[CH2:11][OH:24])=[O:5])[CH3:2], predict the reactants needed to synthesize it. (3) Given the product [CH:17]([C:14]1[CH:15]=[CH:16][C:9]([O:5][C@@H:2]([CH3:1])[CH2:3][CH3:4])=[C:10]([CH:13]=1)[C:11]#[N:12])=[O:18], predict the reactants needed to synthesize it. The reactants are: [CH3:1][C@H:2]([OH:5])[CH2:3][CH3:4].[H-].[Na+].F[C:9]1[CH:16]=[CH:15][C:14]([CH:17]=[O:18])=[CH:13][C:10]=1[C:11]#[N:12].